Dataset: NCI-60 drug combinations with 297,098 pairs across 59 cell lines. Task: Regression. Given two drug SMILES strings and cell line genomic features, predict the synergy score measuring deviation from expected non-interaction effect. Drug 1: CC1=C(C=C(C=C1)NC2=NC=CC(=N2)N(C)C3=CC4=NN(C(=C4C=C3)C)C)S(=O)(=O)N.Cl. Drug 2: C1=NC(=NC(=O)N1C2C(C(C(O2)CO)O)O)N. Cell line: U251. Synergy scores: CSS=6.38, Synergy_ZIP=3.91, Synergy_Bliss=-2.17, Synergy_Loewe=-1.38, Synergy_HSA=-1.27.